Dataset: Full USPTO retrosynthesis dataset with 1.9M reactions from patents (1976-2016). Task: Predict the reactants needed to synthesize the given product. Given the product [ClH:12].[Cl:12][C:13]1[CH:20]=[CH:19][C:16]([CH2:17][N:10]([C:7]2[CH:8]=[CH:9][C:4]([O:3][CH3:2])=[CH:5][CH:6]=2)[NH2:11])=[CH:15][CH:14]=1, predict the reactants needed to synthesize it. The reactants are: Cl.[CH3:2][O:3][C:4]1[CH:9]=[CH:8][C:7]([NH:10][NH2:11])=[CH:6][CH:5]=1.[Cl:12][C:13]1[CH:20]=[CH:19][C:16]([CH2:17]Cl)=[CH:15][CH:14]=1.C(N(C(C)C)CC)(C)C.Cl.